Dataset: Catalyst prediction with 721,799 reactions and 888 catalyst types from USPTO. Task: Predict which catalyst facilitates the given reaction. (1) Reactant: [Cl:1][C:2]1[CH:3]=[C:4]([C:8]2[CH:9]=[CH:10][C:11]3[N:17]([CH2:18][CH3:19])[C:16](=O)[CH2:15][CH2:14][NH:13][C:12]=3[N:21]=2)[CH:5]=[CH:6][CH:7]=1.S(C)C.Cl.C([O-])(O)=O.[Na+]. The catalyst class is: 1. Product: [Cl:1][C:2]1[CH:3]=[C:4]([C:8]2[CH:9]=[CH:10][C:11]3[N:17]([CH2:18][CH3:19])[CH2:16][CH2:15][CH2:14][NH:13][C:12]=3[N:21]=2)[CH:5]=[CH:6][CH:7]=1. (2) Product: [Br:13][C:11]1[C:5]2[O:4][C@@H:3]([CH2:2][Br:1])[CH2:7][C:6]=2[CH:8]=[C:9]([F:12])[CH:10]=1. The catalyst class is: 404. Reactant: [Br:1][CH2:2][C@H:3]1[CH2:7][C:6]2[CH:8]=[C:9]([F:12])[CH:10]=[CH:11][C:5]=2[O:4]1.[Br:13]Br. (3) Reactant: C([O:8][CH2:9][CH2:10][CH2:11][CH2:12][O:13][C:14]1[C:35]([O:36][CH3:37])=[CH:34][C:17]2[C:18]3[N:23]([CH:24]([C:26]([CH3:29])([CH3:28])[CH3:27])[CH2:25][C:16]=2[CH:15]=1)[CH:22]=[C:21]([C:30]([OH:32])=[O:31])[C:20](=[O:33])[CH:19]=3)C1C=CC=CC=1. Product: [C:26]([CH:24]1[N:23]2[C:18](=[CH:19][C:20](=[O:33])[C:21]([C:30]([OH:32])=[O:31])=[CH:22]2)[C:17]2[CH:34]=[C:35]([O:36][CH3:37])[C:14]([O:13][CH2:12][CH2:11][CH2:10][CH2:9][OH:8])=[CH:15][C:16]=2[CH2:25]1)([CH3:29])([CH3:27])[CH3:28]. The catalyst class is: 19. (4) Reactant: C([Li])CCC.Br[C:7]1[C:8]([C:21]2[CH:26]=[CH:25][CH:24]=[CH:23][CH:22]=2)=[N:9][N:10]2[C:15]([Si:16]([CH3:19])([CH3:18])[CH3:17])=[C:14]([Cl:20])[CH:13]=[CH:12][C:11]=12.[CH:27]([C:29]1[N:34]=[C:33]([C:35]([O:37][CH3:38])=[O:36])[CH:32]=[CH:31][CH:30]=1)=[O:28].[Cl-].[NH4+]. Product: [Cl:20][C:14]1[CH:13]=[CH:12][C:11]2[N:10]([N:9]=[C:8]([C:21]3[CH:26]=[CH:25][CH:24]=[CH:23][CH:22]=3)[C:7]=2[CH:27]([OH:28])[C:29]2[N:34]=[C:33]([C:35]([O:37][CH3:38])=[O:36])[CH:32]=[CH:31][CH:30]=2)[C:15]=1[Si:16]([CH3:19])([CH3:18])[CH3:17]. The catalyst class is: 188.